This data is from Peptide-MHC class I binding affinity with 185,985 pairs from IEDB/IMGT. The task is: Regression. Given a peptide amino acid sequence and an MHC pseudo amino acid sequence, predict their binding affinity value. This is MHC class I binding data. (1) The peptide sequence is TPQVPLRPM. The MHC is HLA-A33:01 with pseudo-sequence HLA-A33:01. The binding affinity (normalized) is 0. (2) The peptide sequence is DMLKLFTHDI. The MHC is HLA-A02:02 with pseudo-sequence HLA-A02:02. The binding affinity (normalized) is 0.512.